This data is from Cav3 T-type calcium channel HTS with 100,875 compounds. The task is: Binary Classification. Given a drug SMILES string, predict its activity (active/inactive) in a high-throughput screening assay against a specified biological target. (1) The compound is Clc1c(nc(n2nc(cc2C)C)cc1)C(OC)=O. The result is 0 (inactive). (2) The result is 0 (inactive). The drug is s1c2CC(CCc2c(c1NC(=O)CSc1n(nnn1)c1ccccc1)C(OC)=O)C. (3) The compound is O(C(=O)c1nnn(c1CN(CCC)CCC)c1nonc1N)CC. The result is 0 (inactive). (4) The drug is Clc1cc(C(c2nc3nc(cc(c3cc2)C(F)(F)F)C(F)(F)F)C#N)ccc1. The result is 1 (active). (5) The compound is Clc1c(N(N(S(=O)(=O)c2cc3c(cc2)cccc3)CC#C)C)ncc(c1)C(F)(F)F. The result is 0 (inactive). (6) The compound is S(Cc1noc(C(=O)NCC2OCCC2)c1C(O)=O)c1cc(c(cc1)C)C. The result is 0 (inactive). (7) The drug is Fc1ccc(C(CCN2C(=O)CCC2=O)c2occc2)cc1. The result is 0 (inactive).